This data is from In vitro SARS-CoV-2 activity screen of 1,480 approved drugs from Prestwick library. The task is: Binary Classification. Given a drug SMILES string, predict its activity (active/inactive) in a high-throughput screening assay against a specified biological target. The compound is O=C1NCCN1CCN1CCC(c2cn(-c3ccc(F)cc3)c3ccc(Cl)cc23)CC1. The result is 0 (inactive).